From a dataset of Full USPTO retrosynthesis dataset with 1.9M reactions from patents (1976-2016). Predict the reactants needed to synthesize the given product. (1) Given the product [Cl:1][C:2]1[N:7]=[C:6]([CH2:8][C:27]([C:26]2[C:25]([F:24])=[C:34]([NH:35][C:36](=[O:37])[O:38][CH2:39][CH:40]=[CH2:41])[CH:33]=[CH:32][C:31]=2[F:42])=[O:29])[CH:5]=[CH:4][N:3]=1, predict the reactants needed to synthesize it. The reactants are: [Cl:1][C:2]1[N:7]=[C:6]([CH2:8]C(C2C=C(NC(=O)OCC=C)C=CC=2)=O)[CH:5]=[CH:4][N:3]=1.[F:24][C:25]1[C:34]([NH:35][C:36]([O:38][CH2:39][CH:40]=[CH2:41])=[O:37])=[CH:33][CH:32]=[C:31]([F:42])[C:26]=1[C:27]([O:29]C)=O.ClC1N=C(C)C=CN=1. (2) Given the product [Cl:19][C:20]1[CH:25]=[CH:24][CH:23]=[CH:22][C:21]=1[C:26]1[S:10][C:9]([NH:11][C:12]2[CH:17]=[CH:16][C:15]([OH:18])=[CH:14][CH:13]=2)=[N:8][CH:27]=1, predict the reactants needed to synthesize it. The reactants are: S1C=CC(C2[S:10][C:9]([NH:11][C:12]3[CH:17]=[CH:16][C:15]([OH:18])=[CH:14][CH:13]=3)=[N:8]C=2)=C1.[Cl:19][C:20]1[CH:25]=[CH:24][CH:23]=[CH:22][C:21]=1[CH2:26][CH:27]=O. (3) Given the product [OH2:8].[CH3:16][C:4]1[CH:5]=[C:6]([O:8][CH2:9][CH2:10][CH2:11][S:12]([CH3:15])(=[O:14])=[O:13])[CH:7]=[C:2]([CH3:1])[C:3]=1[C:17]1[CH:22]=[CH:21][CH:20]=[C:19]([CH2:23][O:24][C:25]2[CH:37]=[CH:36][C:28]3[C@H:29]([CH2:32][C:33]([OH:35])=[O:34])[CH2:30][O:31][C:27]=3[CH:26]=2)[CH:18]=1, predict the reactants needed to synthesize it. The reactants are: [CH3:1][C:2]1[CH:7]=[C:6]([O:8][CH2:9][CH2:10][CH2:11][S:12]([CH3:15])(=[O:14])=[O:13])[CH:5]=[C:4]([CH3:16])[C:3]=1[C:17]1[CH:22]=[CH:21][CH:20]=[C:19]([CH2:23][O:24][C:25]2[CH:37]=[CH:36][C:28]3[C@H:29]([CH2:32][C:33]([OH:35])=[O:34])[CH2:30][O:31][C:27]=3[CH:26]=2)[CH:18]=1.CC(C)=O. (4) Given the product [CH2:7]([CH:10]1[CH2:15][CH2:14][CH:13]([CH2:16][CH2:17][C:18]2[CH:23]=[CH:22][C:21]([CH:24]3[CH2:29][CH2:28][CH:27]([CH:30]=[CH2:1])[CH2:26][CH2:25]3)=[CH:20][CH:19]=2)[CH2:12][CH2:11]1)[CH2:8][CH3:9], predict the reactants needed to synthesize it. The reactants are: [CH3:1]C(C)([O-])C.[K+].[CH2:7]([CH:10]1[CH2:15][CH2:14][CH:13]([CH2:16][CH2:17][C:18]2[CH:23]=[CH:22][C:21]([CH:24]3[CH2:29][CH2:28][CH:27]([CH:30]=O)[CH2:26][CH2:25]3)=[CH:20][CH:19]=2)[CH2:12][CH2:11]1)[CH2:8][CH3:9]. (5) Given the product [Cl:23][C:16]1[CH:17]=[C:18]([O:21][CH3:22])[CH:19]=[CH:20][C:15]=1[CH2:5][C:6]([C:8]1[CH:13]=[N:12][C:11]([CH3:14])=[CH:10][N:9]=1)=[O:7], predict the reactants needed to synthesize it. The reactants are: C(OC(=O)[CH:5]([C:15]1[CH:20]=[CH:19][C:18]([O:21][CH3:22])=[CH:17][C:16]=1[Cl:23])[C:6]([C:8]1[CH:13]=[N:12][C:11]([CH3:14])=[CH:10][N:9]=1)=[O:7])C.[Cl-].[Na+].O.CS(C)=O. (6) The reactants are: [CH3:1][C:2]1([N:15]2[CH2:20][CH2:19][N:18]([CH:21]3[C:29]4[C:24](=[CH:25][CH:26]=[C:27]([C:30]([F:33])([F:32])[F:31])[CH:28]=4)[CH2:23][CH2:22]3)[C@@H:17]([CH3:34])[CH2:16]2)[CH2:7][CH2:6][N:5](C(OC(C)(C)C)=O)[CH2:4][CH2:3]1.Cl. Given the product [CH3:34][C@H:17]1[CH2:16][N:15]([C:2]2([CH3:1])[CH2:3][CH2:4][NH:5][CH2:6][CH2:7]2)[CH2:20][CH2:19][N:18]1[CH:21]1[C:29]2[C:24](=[CH:25][CH:26]=[C:27]([C:30]([F:33])([F:31])[F:32])[CH:28]=2)[CH2:23][CH2:22]1, predict the reactants needed to synthesize it.